Dataset: Full USPTO retrosynthesis dataset with 1.9M reactions from patents (1976-2016). Task: Predict the reactants needed to synthesize the given product. (1) Given the product [O:1]1[C:6]2[CH:7]=[CH:8][CH:9]=[CH:10][C:5]=2[O:4][CH2:3][CH:2]1[C:11]([N:28]1[CH2:29][CH2:30][N:25]([C:24]2[C:19]3[CH:18]=[C:17]([CH2:15][CH3:16])[S:37][C:20]=3[N:21]=[C:22]([S:31][CH2:32][C:33]([O:35][CH3:36])=[O:34])[N:23]=2)[CH2:26][CH2:27]1)=[O:13], predict the reactants needed to synthesize it. The reactants are: [O:1]1[C:6]2[CH:7]=[CH:8][CH:9]=[CH:10][C:5]=2[O:4][CH2:3][CH:2]1[C:11]([OH:13])=O.Cl.[CH2:15]([C:17]1[S:37][C:20]2[N:21]=[C:22]([S:31][CH2:32][C:33]([O:35][CH3:36])=[O:34])[N:23]=[C:24]([N:25]3[CH2:30][CH2:29][NH:28][CH2:27][CH2:26]3)[C:19]=2[CH:18]=1)[CH3:16].C(N(C(C)C)CC)(C)C. (2) Given the product [Br:1][C:2]1[CH:9]=[CH:8][C:5]([CH2:6][O:7][CH2:19][O:20][CH3:21])=[CH:4][CH:3]=1, predict the reactants needed to synthesize it. The reactants are: [Br:1][C:2]1[CH:9]=[CH:8][C:5]([CH2:6][OH:7])=[CH:4][CH:3]=1.C(N(C(C)C)CC)(C)C.[CH3:19][O:20][CH2:21]Cl.O.